This data is from Full USPTO retrosynthesis dataset with 1.9M reactions from patents (1976-2016). The task is: Predict the reactants needed to synthesize the given product. (1) Given the product [CH:5]1([NH:6][S:7]([C:10]2[CH:11]=[C:12]([NH:16][C:17](=[O:31])[C:18]3[CH:23]=[CH:22][CH:21]=[CH:20][C:19]=3[O:24][C:25]3[CH:26]=[CH:27][CH:28]=[CH:29][CH:30]=3)[CH:13]=[CH:14][CH:15]=2)(=[O:9])=[O:8])[CH2:3][CH2:4]1, predict the reactants needed to synthesize it. The reactants are: N1C[CH2:3][CH2:4][C:5]=1[NH:6][S:7]([C:10]1[CH:11]=[C:12]([NH:16][C:17](=[O:31])[C:18]2[CH:23]=[CH:22][CH:21]=[CH:20][C:19]=2[O:24][C:25]2[CH:30]=[CH:29][CH:28]=[CH:27][CH:26]=2)[CH:13]=[CH:14][CH:15]=1)(=[O:9])=[O:8].CN(C)S(C1C=C(NC(=O)C2C=CC=CC=2OC2C=CC=CC=2)C=CC=1)(=O)=O.CN(C)S(C1C=CC(OC)=C(NC(=O)C2C=CC=CC=2OC2C=CC=CC=2)C=1)(=O)=O.NS(C1C=C(NC(=O)C2C=C([N+]([O-])=O)C=CC=2OC2C=CC(OC)=CC=2)C=CC=1)(=O)=O.C1(NS(C2C=C(NC(=O)C3C=CC=CC=3CC3C=CC=CC=3)C=CC=2)(=O)=O)CC1.C(C1C=CC=CC=1SC1C=CC=CC=1C(NC1C=C(S(N(C)C)(=O)=O)C=C(C)C=1C)=O)#N.C(C1C=CC=CC=1SC1C=CC=CC=1C(NC1C=C(S(N(CC)CC)(=O)=O)C=C(C)C=1C)=O)#N.CN(C)S(C1C=CC(C)=C(NC(=O)C2C=CC=CC=2CC2C=CC=CC=2)C=1)(=O)=O.C(C1C=CC=CC=1SC1C=CC=CC=1C(NC1C=C(S(N(CC)CC)(=O)=O)C=CC=1C)=O)#N.CN(C)S(C1C=CC(C)=C(NC(=O)C2C=CC=CC=2SC2C=CC(C(F)(F)F)=CC=2[N+]([O-])=O)C=1)(=O)=O.C(C1C=CC=CC=1SC1C=CC=CC=1C(NC1C=C(S(N(CC)CC)(=O)=O)C=CC=1OC)=O)#N.NS(C1C=C(NC(=O)C2C=CC=CC=2C(=O)C2C=CC(SC)=C([N+]([O-])=O)C=2)C=CC=1OC)(=O)=O.ClC1C=CC(C(C2C=CC=CC=2C(NC2C=C(S(NCC)(=O)=O)C=CC=2OC)=O)=O)=CC=1[N+]([O-])=O.FC(F)SC1C=CC(NC2C=CC=CC=2C(NC2C=CC=C(S(NCC3OC=CC=3)(=O)=O)C=2)=O)=CC=1. (2) Given the product [NH:31]1[CH:30]=[C:29]([C:2]2[CH:3]=[CH:4][N:5]3[C:10]([C:11]=2[CH3:12])=[C:9]([CH:13]2[CH2:15][CH2:14]2)[CH:8]=[C:7]([C:16]([O:18][CH3:19])=[O:17])[C:6]3=[O:20])[CH:33]=[N:32]1, predict the reactants needed to synthesize it. The reactants are: Cl[C:2]1[CH:3]=[CH:4][N:5]2[C:10]([C:11]=1[CH3:12])=[C:9]([CH:13]1[CH2:15][CH2:14]1)[CH:8]=[C:7]([C:16]([O:18][CH3:19])=[O:17])[C:6]2=[O:20].CC1(C)C(C)(C)OB([C:29]2[CH:30]=[N:31][N:32](C(OC(C)(C)C)=O)[CH:33]=2)O1. (3) Given the product [NH2:40][C:19]1[N:18]=[CH:17][C:16]([C:14]([N:13]=[S:11]([C:7]2[CH:6]=[C:5]([CH2:4][C:3]([OH:42])=[O:2])[CH:10]=[CH:9][CH:8]=2)([CH3:41])=[O:12])=[O:15])=[CH:21][C:20]=1[C:22]#[C:23][C:24]1[CH:29]=[CH:28][CH:27]=[C:26]([NH:30][C:31]([C:33]2[N:37]([CH3:38])[N:36]=[C:35]([CH3:39])[CH:34]=2)=[O:32])[CH:25]=1, predict the reactants needed to synthesize it. The reactants are: C[O:2][C:3](=[O:42])[CH2:4][C:5]1[CH:10]=[CH:9][CH:8]=[C:7]([S:11]([CH3:41])(=[N:13][C:14]([C:16]2[CH:17]=[N:18][C:19]([NH2:40])=[C:20]([C:22]#[C:23][C:24]3[CH:29]=[CH:28][CH:27]=[C:26]([NH:30][C:31]([C:33]4[N:37]([CH3:38])[N:36]=[C:35]([CH3:39])[CH:34]=4)=[O:32])[CH:25]=3)[CH:21]=2)=[O:15])=[O:12])[CH:6]=1.[OH-].[Na+].Cl.